Dataset: Forward reaction prediction with 1.9M reactions from USPTO patents (1976-2016). Task: Predict the product of the given reaction. Given the reactants [CH2:1]([O:3][C:4]([C:6]1[C:7](=[O:21])[N:8]([CH2:14][C:15]2[CH:20]=[CH:19][CH:18]=[CH:17][CH:16]=2)[CH:9]=[CH:10][C:11]=1[CH2:12]Br)=[O:5])[CH3:2].[CH3:22][O:23][C:24](=[O:37])[CH2:25][NH:26][S:27]([C:30]1[CH:35]=[CH:34][C:33]([CH3:36])=[CH:32][CH:31]=1)(=[O:29])=[O:28].[I-].[Na+].C(=O)([O-])[O-].[K+].[K+], predict the reaction product. The product is: [CH2:1]([O:3][C:4]([C:6]1[C:7](=[O:21])[N:8]([CH2:14][C:15]2[CH:20]=[CH:19][CH:18]=[CH:17][CH:16]=2)[CH:9]=[CH:10][C:11]=1[CH2:12][N:26]([CH2:25][C:24]([O:23][CH3:22])=[O:37])[S:27]([C:30]1[CH:31]=[CH:32][C:33]([CH3:36])=[CH:34][CH:35]=1)(=[O:29])=[O:28])=[O:5])[CH3:2].